Dataset: Reaction yield outcomes from USPTO patents with 853,638 reactions. Task: Predict the reaction yield, written as a fraction of the theoretical maximum amount of product (1.0 means a 100% yield; for example, 0.34 means a 34% yield). (1) The reactants are [CH2:1]([OH:6])[C:2]([F:5])([F:4])[F:3].[H-].[Na+].[NH:9]([C:16]1[N:17]([C:29]2[CH:34]=[CH:33][CH:32]=[CH:31][CH:30]=2)[C:18]2[C:23]([C:24](=[O:26])[CH:25]=1)=[C:22](Cl)[N:21]=[C:20]([CH3:28])[CH:19]=2)[C:10]1[CH:15]=[CH:14][CH:13]=[CH:12][CH:11]=1. The catalyst is CS(C)=O. The product is [NH:9]([C:16]1[N:17]([C:29]2[CH:30]=[CH:31][CH:32]=[CH:33][CH:34]=2)[C:18]2[C:23]([C:24](=[O:26])[CH:25]=1)=[C:22]([O:6][CH2:1][C:2]([F:5])([F:4])[F:3])[N:21]=[C:20]([CH3:28])[CH:19]=2)[C:10]1[CH:11]=[CH:12][CH:13]=[CH:14][CH:15]=1. The yield is 0.680. (2) The reactants are [N:1]1([C:7]([O:9][C:10]([CH3:13])([CH3:12])[CH3:11])=[O:8])[CH2:6][CH2:5][NH:4][CH2:3][CH2:2]1.Br[C:15]1[CH:20]=[CH:19][C:18]([C:21]([F:24])([F:23])[F:22])=[CH:17][CH:16]=1.C1C=CC(P(C2C(C3C(P(C4C=CC=CC=4)C4C=CC=CC=4)=CC=C4C=3C=CC=C4)=C3C(C=CC=C3)=CC=2)C2C=CC=CC=2)=CC=1.CC([O-])(C)C.[Na+]. The catalyst is C1C=CC(/C=C/C(/C=C/C2C=CC=CC=2)=O)=CC=1.C1C=CC(/C=C/C(/C=C/C2C=CC=CC=2)=O)=CC=1.C1C=CC(/C=C/C(/C=C/C2C=CC=CC=2)=O)=CC=1.[Pd].[Pd].C1(C)C=CC=CC=1. The product is [F:22][C:21]([F:24])([F:23])[C:18]1[CH:19]=[CH:20][C:15]([N:4]2[CH2:5][CH2:6][N:1]([C:7]([O:9][C:10]([CH3:13])([CH3:12])[CH3:11])=[O:8])[CH2:2][CH2:3]2)=[CH:16][CH:17]=1. The yield is 0.780. (3) The reactants are [Li+].[Cl-].I[C:4]1[CH:9]=[C:8]([Si:10]([CH3:13])([CH3:12])[CH3:11])[N:7]=[C:6]([O:14][CH3:15])[C:5]=1[CH2:16][O:17][CH2:18][O:19][CH3:20].C([Sn](CCCC)(CCCC)/[C:26](/[CH2:33][CH3:34])=[CH:27]/[C:28]([O:30][CH2:31][CH3:32])=[O:29])CCC. The catalyst is C1C=CC([P]([Pd]([P](C2C=CC=CC=2)(C2C=CC=CC=2)C2C=CC=CC=2)([P](C2C=CC=CC=2)(C2C=CC=CC=2)C2C=CC=CC=2)[P](C2C=CC=CC=2)(C2C=CC=CC=2)C2C=CC=CC=2)(C2C=CC=CC=2)C2C=CC=CC=2)=CC=1.Cl[Cu].CS(C)=O. The product is [CH2:31]([O:30][C:28](=[O:29])[CH:27]=[C:26]([C:4]1[CH:9]=[C:8]([Si:10]([CH3:13])([CH3:12])[CH3:11])[N:7]=[C:6]([O:14][CH3:15])[C:5]=1[CH2:16][O:17][CH2:18][O:19][CH3:20])[CH2:33][CH3:34])[CH3:32]. The yield is 0.800. (4) The reactants are [OH:1][C:2]1[CH:3]=[C:4]([CH:9]=[C:10]([OH:12])[CH:11]=1)[C:5]([O:7][CH3:8])=[O:6].Br[C:14]1[CH:19]=[CH:18][CH:17]=[C:16]([C:20]([F:23])([F:22])[F:21])[CH:15]=1.C(=O)([O-])[O-].[K+].[K+]. The catalyst is [Cu]=O.N1C=CC=CC=1. The yield is 0.130. The product is [OH:1][C:2]1[CH:11]=[C:10]([O:12][C:14]2[CH:19]=[CH:18][CH:17]=[C:16]([C:20]([F:23])([F:22])[F:21])[CH:15]=2)[CH:9]=[C:4]([CH:3]=1)[C:5]([O:7][CH3:8])=[O:6]. (5) The reactants are [CH:1]1([NH:4][C:5]([C:7]2[CH:8]=[C:9]([C:14]3[CH:19]=[CH:18][C:17]([C:20](=O)[C:21]4[CH:26]=[CH:25][CH:24]=[CH:23][CH:22]=4)=[C:16]([NH2:28])[CH:15]=3)[C:10]([CH3:13])=[CH:11][CH:12]=2)=[O:6])[CH2:3][CH2:2]1.[NH2:29][C:30](N)=[O:31]. The catalyst is C(O)(=O)C. The product is [CH:1]1([NH:4][C:5](=[O:6])[C:7]2[CH:12]=[CH:11][C:10]([CH3:13])=[C:9]([C:14]3[CH:15]=[C:16]4[C:17]([C:20]([C:21]5[CH:26]=[CH:25][CH:24]=[CH:23][CH:22]=5)=[N:29][C:30](=[O:31])[NH:28]4)=[CH:18][CH:19]=3)[CH:8]=2)[CH2:3][CH2:2]1. The yield is 0.590. (6) The reactants are [CH3:1][O:2][C:3]1[CH:8]=[CH:7][CH:6]=[CH:5][C:4]=1[C:9]1[C:17]2[C:12](=[N:13][CH:14]=[C:15]([C:18]3[CH:23]=[CH:22][C:21]([NH:24][C:25]([N:27]4[CH2:32][CH2:31][O:30][CH2:29][CH2:28]4)=[O:26])=[C:20]([C:33]([N:35]4[CH2:40][CH2:39][N:38]([CH3:41])[CH2:37][CH2:36]4)=[O:34])[CH:19]=3)[CH:16]=2)[N:11](S(C2C=CC(C)=CC=2)(=O)=O)[CH:10]=1.CN(C)C=O.[OH-].[K+]. The catalyst is CO. The product is [CH3:1][O:2][C:3]1[CH:8]=[CH:7][CH:6]=[CH:5][C:4]=1[C:9]1[C:17]2[C:12](=[N:13][CH:14]=[C:15]([C:18]3[CH:23]=[CH:22][C:21]([NH:24][C:25]([N:27]4[CH2:28][CH2:29][O:30][CH2:31][CH2:32]4)=[O:26])=[C:20]([C:33]([N:35]4[CH2:36][CH2:37][N:38]([CH3:41])[CH2:39][CH2:40]4)=[O:34])[CH:19]=3)[CH:16]=2)[NH:11][CH:10]=1. The yield is 0.210.